This data is from Reaction yield outcomes from USPTO patents with 853,638 reactions. The task is: Predict the reaction yield, written as a fraction of the theoretical maximum amount of product (1.0 means a 100% yield; for example, 0.34 means a 34% yield). (1) No catalyst specified. The product is [CH3:30][NH:29][C:27]([NH:26][C:23]1[CH:22]=[CH:21][C:20]([C:10]2[N:11]=[C:12]([N:14]3[CH2:15][CH2:16][O:17][CH2:18][CH2:19]3)[N:13]=[C:8]([C:5]3[CH:4]=[CH:3][C:2]([NH:1][C:38](=[O:46])[NH:37][C:33]4[CH:32]=[N:31][CH:36]=[CH:35][CH:34]=4)=[CH:7][CH:6]=3)[N:9]=2)=[CH:25][CH:24]=1)=[O:28]. The reactants are [NH2:1][C:2]1[CH:7]=[CH:6][C:5]([C:8]2[N:13]=[C:12]([N:14]3[CH2:19][CH2:18][O:17][CH2:16][CH2:15]3)[N:11]=[C:10]([C:20]3[CH:25]=[CH:24][C:23]([NH:26][C:27]([NH:29][CH3:30])=[O:28])=[CH:22][CH:21]=3)[N:9]=2)=[CH:4][CH:3]=1.[N:31]1[CH:36]=[CH:35][CH:34]=[C:33]([NH:37][C:38](=[O:46])OC2C=CC=CC=2)[CH:32]=1. The yield is 0.0600. (2) The reactants are Cl[C:2]1[C:3]2[CH:14]=[C:13]([C:15]3[CH:20]=[CH:19][CH:18]=[CH:17][CH:16]=3)[CH:12]=[CH:11][C:4]=2[N:5]([CH3:10])[C:6](=[O:9])[CH2:7][N:8]=1.C(C1C=C(B(O)O)C=CC=1)=O.[N+:32]([C:35]1[CH:36]=[C:37](B(O)O)[CH:38]=[CH:39][CH:40]=1)([O-:34])=[O:33]. No catalyst specified. The product is [CH3:10][N:5]1[C:4]2[CH:11]=[CH:12][C:13]([C:15]3[CH:20]=[CH:19][CH:18]=[CH:17][CH:16]=3)=[CH:14][C:3]=2[C:2]([C:39]2[CH:38]=[CH:37][CH:36]=[C:35]([N+:32]([O-:34])=[O:33])[CH:40]=2)=[N:8][CH2:7][C:6]1=[O:9]. The yield is 0.260. (3) The reactants are [C:1]([NH:8][CH2:9][CH2:10][CH2:11][CH2:12][NH2:13])([O:3][C:4]([CH3:7])([CH3:6])[CH3:5])=[O:2].[C:14]([O:22][O:22][C:14](=[O:21])[C:15]1[CH:20]=[CH:19][CH:18]=[CH:17][CH:16]=1)(=[O:21])[C:15]1[CH:20]=[CH:19][CH:18]=[CH:17][CH:16]=1. The catalyst is C(Cl)Cl.C([O-])(O)=O.[Na+].[OH-].[Na+]. The product is [C:14]([O:22][NH:13][CH2:12][CH2:11][CH2:10][CH2:9][NH:8][C:1](=[O:2])[O:3][C:4]([CH3:5])([CH3:6])[CH3:7])(=[O:21])[C:15]1[CH:20]=[CH:19][CH:18]=[CH:17][CH:16]=1. The yield is 0.750. (4) The reactants are [OH:1][C:2]([C:43]1[S:44][CH:45]=[CH:46][CH:47]=1)([C:38]1[S:39][CH:40]=[CH:41][CH:42]=1)[C:3]([O:5][C@H:6]1[CH2:11][CH2:10][C@H:9]([N:12]([CH2:14][CH2:15][CH2:16][C:17]([NH:19][C:20]2[CH:25]=[C:24]([O:26][CH3:27])[C:23]([CH2:28][O:29][Si](C(C)(C)C)(C)C)=[CH:22][C:21]=2[Cl:37])=[O:18])[CH3:13])[CH2:8][CH2:7]1)=[O:4].F.F.F.C(N(CC)CC)C. The catalyst is O1CCCC1. The product is [OH:1][C:2]([C:38]1[S:39][CH:40]=[CH:41][CH:42]=1)([C:43]1[S:44][CH:45]=[CH:46][CH:47]=1)[C:3]([O:5][C@H:6]1[CH2:7][CH2:8][C@H:9]([N:12]([CH2:14][CH2:15][CH2:16][C:17]([NH:19][C:20]2[CH:25]=[C:24]([O:26][CH3:27])[C:23]([CH2:28][OH:29])=[CH:22][C:21]=2[Cl:37])=[O:18])[CH3:13])[CH2:10][CH2:11]1)=[O:4]. The yield is 0.230. (5) The reactants are [C:1]([C:4]1[CH:9]=[CH:8][C:7]([C@@H:10]2[O:15][CH2:14][CH2:13][N:12]([C:16]([O:18][C:19]([CH3:22])([CH3:21])[CH3:20])=[O:17])[CH2:11]2)=[CH:6][CH:5]=1)(=[O:3])[NH2:2].O1[CH2:28][CH2:27]OCC1.[OH-].[Na+].Cl.[NH2:32]O. The catalyst is COC(OC)(N(C)C)C.C(O)(=O)C. The product is [CH3:27][C:28]1[N:2]=[C:1]([C:4]2[CH:5]=[CH:6][C:7]([C@@H:10]3[O:15][CH2:14][CH2:13][N:12]([C:16]([O:18][C:19]([CH3:22])([CH3:21])[CH3:20])=[O:17])[CH2:11]3)=[CH:8][CH:9]=2)[O:3][N:32]=1. The yield is 0.860. (6) The reactants are [C:1]([N:4]1[CH2:9][CH2:8][N:7]([CH2:10][CH2:11][CH2:12][O:13][C:14]2[CH:23]=[C:22]3[C:17]([C:18](Cl)=[N:19][CH:20]=[N:21]3)=[CH:16][C:15]=2[O:25][CH3:26])[CH2:6][CH2:5]1)(=[O:3])[CH3:2].[F:27][C:28]1[C:36]([OH:37])=[CH:35][CH:34]=[C:33]2[C:29]=1[CH:30]=[CH:31][NH:32]2.C(=O)([O-])[O-].[K+].[K+]. The catalyst is CC(N(C)C)=O. The product is [C:1]([N:4]1[CH2:9][CH2:8][N:7]([CH2:10][CH2:11][CH2:12][O:13][C:14]2[CH:23]=[C:22]3[C:17]([C:18]([O:37][C:36]4[C:28]([F:27])=[C:29]5[C:33](=[CH:34][CH:35]=4)[NH:32][CH:31]=[CH:30]5)=[N:19][CH:20]=[N:21]3)=[CH:16][C:15]=2[O:25][CH3:26])[CH2:6][CH2:5]1)(=[O:3])[CH3:2]. The yield is 0.300. (7) The reactants are O[CH2:2][C:3]1[C:4]([NH:15][CH2:16][CH2:17][NH:18][C:19](=[O:21])[CH3:20])=[N:5][C:6]2[C:11]([CH:12]=1)=[CH:10][C:9]([O:13][CH3:14])=[CH:8][CH:7]=2.O=S(Cl)[Cl:24]. The catalyst is C(Cl)Cl. The product is [ClH:24].[Cl:24][CH2:2][C:3]1[C:4]([NH:15][CH2:16][CH2:17][NH:18][C:19](=[O:21])[CH3:20])=[N:5][C:6]2[C:11]([CH:12]=1)=[CH:10][C:9]([O:13][CH3:14])=[CH:8][CH:7]=2. The yield is 1.00. (8) The reactants are [CH3:1][C@@H:2]1[CH2:7][NH:6][CH2:5][CH2:4][NH:3]1.[F:8][C:9]([F:19])([F:18])[O:10][C:11]1[CH:16]=[CH:15][C:14](Br)=[CH:13][CH:12]=1.CC(C)([O-])C.[Na+]. The catalyst is C1(C)C=CC=CC=1.CC([O-])=O.CC([O-])=O.[Pd+2].C1C=CC(P(C2C(C3C(P(C4C=CC=CC=4)C4C=CC=CC=4)=CC=C4C=3C=CC=C4)=C3C(C=CC=C3)=CC=2)C2C=CC=CC=2)=CC=1. The product is [CH3:1][C@H:2]1[NH:3][CH2:4][CH2:5][N:6]([C:14]2[CH:13]=[CH:12][C:11]([O:10][C:9]([F:8])([F:18])[F:19])=[CH:16][CH:15]=2)[CH2:7]1. The yield is 0.380. (9) The reactants are [Br:1][C:2]1[CH:3]=[C:4]([CH:8]=[CH:9][C:10]=1[F:11])[C:5]([OH:7])=[O:6].S(Cl)(Cl)=O.[CH3:16][CH2:17]O. The catalyst is C(OCC)(=O)C. The product is [Br:1][C:2]1[CH:3]=[C:4]([CH:8]=[CH:9][C:10]=1[F:11])[C:5]([O:7][CH2:16][CH3:17])=[O:6]. The yield is 0.903. (10) The reactants are [CH3:1][O:2][C:3]1[C:12]2[C:7](=[CH:8][CH:9]=[CH:10][CH:11]=2)[N:6]=[C:5](OS(C(F)(F)F)(=O)=O)[CH:4]=1.[C:21]([O:25][C:26](=[O:38])[NH:27][CH2:28][CH:29]([C:32]1[CH:37]=[CH:36][CH:35]=[CH:34][CH:33]=1)[CH2:30][NH2:31])([CH3:24])([CH3:23])[CH3:22].C(N(C(C)C)CC)(C)C. The yield is 0.380. The catalyst is C(#N)C. The product is [C:21]([O:25][C:26](=[O:38])[NH:27][CH2:28][CH:29]([C:32]1[CH:37]=[CH:36][CH:35]=[CH:34][CH:33]=1)[CH2:30][NH:31][C:5]1[CH:4]=[C:3]([O:2][CH3:1])[C:12]2[C:7](=[CH:8][CH:9]=[CH:10][CH:11]=2)[N:6]=1)([CH3:24])([CH3:22])[CH3:23].